From a dataset of Catalyst prediction with 721,799 reactions and 888 catalyst types from USPTO. Predict which catalyst facilitates the given reaction. (1) Reactant: Br[C:2]1[C:3]([O:12][CH3:13])=[CH:4][C:5]([O:10][CH3:11])=[C:6]([CH:9]=1)[CH:7]=[O:8].[S:14]1[CH:18]=[CH:17][CH:16]=[C:15]1B(O)O.C(=O)([O-])[O-].[Na+].[Na+].O. Product: [CH3:11][O:10][C:5]1[CH:4]=[C:3]([O:12][CH3:13])[C:2]([C:15]2[S:14][CH:18]=[CH:17][CH:16]=2)=[CH:9][C:6]=1[CH:7]=[O:8]. The catalyst class is: 837. (2) Reactant: [CH2:1]([N:8]1[C:16]2[C:11](=[CH:12][CH:13]=[C:14]([N+:17]([O-])=O)[CH:15]=2)[C:10]([C:20]([NH:22][CH2:23][C:24]2[CH:29]=[CH:28][C:27]([F:30])=[C:26]([F:31])[CH:25]=2)=[O:21])=[C:9]1[CH:32]([CH3:34])[CH3:33])[C:2]1[CH:7]=[CH:6][CH:5]=[CH:4][CH:3]=1.[H][H]. Product: [NH2:17][C:14]1[CH:15]=[C:16]2[C:11]([C:10]([C:20]([NH:22][CH2:23][C:24]3[CH:29]=[CH:28][C:27]([F:30])=[C:26]([F:31])[CH:25]=3)=[O:21])=[C:9]([CH:32]([CH3:33])[CH3:34])[N:8]2[CH2:1][C:2]2[CH:3]=[CH:4][CH:5]=[CH:6][CH:7]=2)=[CH:12][CH:13]=1. The catalyst class is: 99.